This data is from Catalyst prediction with 721,799 reactions and 888 catalyst types from USPTO. The task is: Predict which catalyst facilitates the given reaction. (1) Reactant: [CH3:1][O:2][C:3](=[O:14])[C:4]1[CH:9]=[CH:8][C:7]([N:10]([CH3:12])[CH3:11])=[CH:6][C:5]=1[Cl:13].Cl[CH2:16]Cl.C[O:19][S:20]([C:23]([F:26])([F:25])[F:24])(=[O:22])=[O:21]. Product: [F:24][C:23]([F:26])([F:25])[S:20]([O-:22])(=[O:21])=[O:19].[Cl:13][C:5]1[CH:6]=[C:7]([N+:10]([CH3:16])([CH3:11])[CH3:12])[CH:8]=[CH:9][C:4]=1[C:3]([O:2][CH3:1])=[O:14]. The catalyst class is: 27. (2) Reactant: [C:1]([Cl:5])(Cl)(Cl)[Cl:2].C1(P(C2C=CC=CC=2)C2C=CC=CC=2)C=CC=CC=1.[F:25][C:26]1[CH:31]=[C:30]([F:32])[C:29]([O:33][CH3:34])=[CH:28][C:27]=1[C:35](=O)[C:36]([O:38][CH2:39][CH3:40])=[O:37]. Product: [Cl:2][C:1]([Cl:5])=[C:35]([C:27]1[CH:28]=[C:29]([O:33][CH3:34])[C:30]([F:32])=[CH:31][C:26]=1[F:25])[C:36]([O:38][CH2:39][CH3:40])=[O:37]. The catalyst class is: 4. (3) Reactant: Cl[Si:2]([CH3:5])([CH3:4])[CH3:3].[OH:6][CH2:7][C:8]1[CH:17]=[CH:16][C:11]([C:12]([O:14][CH3:15])=[O:13])=[CH:10][CH:9]=1.C(N(CC)CC)C. Product: [CH3:3][Si:2]([CH3:5])([CH3:4])[O:6][CH2:7][C:8]1[CH:9]=[CH:10][C:11]([C:12]([O:14][CH3:15])=[O:13])=[CH:16][CH:17]=1. The catalyst class is: 1. (4) Reactant: [F:1][C:2]1[CH:3]=[C:4]([C:8]#[C:9][C:10]2[CH:11]=[CH:12][C:13]([C:16]([OH:18])=O)=[N:14][CH:15]=2)[CH:5]=[CH:6][CH:7]=1.CCN(C(C)C)C(C)C.[C:28]([NH:32][CH2:33][CH3:34])([CH3:31])([CH3:30])[CH3:29].CN(C(ON1N=NC2C=CC=CC1=2)=[N+](C)C)C.[B-](F)(F)(F)F. Product: [C:28]([N:32]([CH2:33][CH3:34])[C:16]([C:13]1[CH:12]=[CH:11][C:10]([C:9]#[C:8][C:4]2[CH:5]=[CH:6][CH:7]=[C:2]([F:1])[CH:3]=2)=[CH:15][N:14]=1)=[O:18])([CH3:31])([CH3:30])[CH3:29]. The catalyst class is: 12.